The task is: Regression. Given two drug SMILES strings and cell line genomic features, predict the synergy score measuring deviation from expected non-interaction effect.. This data is from NCI-60 drug combinations with 297,098 pairs across 59 cell lines. Drug 1: C1=NC(=NC(=O)N1C2C(C(C(O2)CO)O)O)N. Drug 2: C1CN(CCN1C(=O)CCBr)C(=O)CCBr. Cell line: M14. Synergy scores: CSS=42.1, Synergy_ZIP=-4.96, Synergy_Bliss=3.30, Synergy_Loewe=-11.4, Synergy_HSA=6.20.